This data is from Forward reaction prediction with 1.9M reactions from USPTO patents (1976-2016). The task is: Predict the product of the given reaction. (1) Given the reactants [O:1]=[O+][O-].[Cl:4][C:5]1[CH:10]=[CH:9][CH:8]=[CH:7][C:6]=1[C:11]1([C:22]([O:24][CH3:25])=[O:23])[CH2:13][CH:12]1/[CH:14]=C/C1C=CC=CC=1.C1C=CC(P(C2C=CC=CC=2)C2C=CC=CC=2)=CC=1, predict the reaction product. The product is: [Cl:4][C:5]1[CH:10]=[CH:9][CH:8]=[CH:7][C:6]=1[C:11]1([C:22]([O:24][CH3:25])=[O:23])[CH2:13][CH:12]1[CH:14]=[O:1]. (2) Given the reactants [C:1](N1C=CN=C1)(N1C=CN=C1)=[S:2].[NH2:13][CH:14]([C:26]1[CH:31]=[CH:30][CH:29]=[C:28]([Br:32])[CH:27]=1)[C:15]1[CH:16]=[C:17]([CH:23]=[CH:24][CH:25]=1)[C:18]([N:20]([CH3:22])[CH3:21])=[O:19], predict the reaction product. The product is: [Br:32][C:28]1[CH:27]=[C:26]([CH:14]([N:13]=[C:1]=[S:2])[C:15]2[CH:16]=[C:17]([CH:23]=[CH:24][CH:25]=2)[C:18]([N:20]([CH3:21])[CH3:22])=[O:19])[CH:31]=[CH:30][CH:29]=1. (3) Given the reactants [CH3:1][C:2]1[CH:7]=[CH:6][C:5]([C:8]2[N:9]([C:17]3[CH:22]=[CH:21][C:20]([S:23](C)(=[O:25])=[O:24])=[CH:19][CH:18]=3)[CH:10]=[C:11]([C:13]([F:16])([F:15])[F:14])[N:12]=2)=[CH:4][N:3]=1.C([Mg]Cl)CCC.C(B(CC)CC)C.C([O-])(=O)C.[Na+].[NH2:45]OS(O)(=O)=O, predict the reaction product. The product is: [CH3:1][C:2]1[N:3]=[CH:4][C:5]([C:8]2[N:9]([C:17]3[CH:22]=[CH:21][C:20]([S:23]([NH2:45])(=[O:25])=[O:24])=[CH:19][CH:18]=3)[CH:10]=[C:11]([C:13]([F:16])([F:15])[F:14])[N:12]=2)=[CH:6][CH:7]=1. (4) The product is: [CH2:11]([C:18]1[C:23]([I:24])=[CH:22][CH:21]=[C:20]([N:25]2[CH2:29][C@H:28]([O:30][CH3:31])[C@H:27]([O:9][C:7](=[O:10])[CH3:8])[CH2:26]2)[N:19]=1)[C:12]1[CH:13]=[CH:14][CH:15]=[CH:16][CH:17]=1. Given the reactants C(=O)([O-])[O-].[Cs+].[Cs+].[C:7]([OH:10])(=[O:9])[CH3:8].[CH2:11]([C:18]1[C:23]([I:24])=[CH:22][CH:21]=[C:20]([N:25]2[CH2:29][C@H:28]([O:30][CH3:31])[C@@H:27](OS(C3C=CC=C([N+]([O-])=O)C=3)(=O)=O)[CH2:26]2)[N:19]=1)[C:12]1[CH:17]=[CH:16][CH:15]=[CH:14][CH:13]=1, predict the reaction product. (5) Given the reactants Br[C:2]1[CH:7]=[CH:6][C:5]([C:8]2[CH:13]=[CH:12][CH:11]=[CH:10][CH:9]=2)=[CH:4][CH:3]=1.[CH3:14][O:15][C:16]1[CH:21]=[CH:20][C:19]([OH:22])=[CH:18][CH:17]=1.C([O-])([O-])=O.[Cs+].[Cs+].Cl.CN(C)CC(O)=O, predict the reaction product. The product is: [CH3:14][O:15][C:16]1[CH:21]=[CH:20][C:19]([O:22][C:2]2[CH:7]=[CH:6][C:5]([C:8]3[CH:13]=[CH:12][CH:11]=[CH:10][CH:9]=3)=[CH:4][CH:3]=2)=[CH:18][CH:17]=1.